The task is: Predict which catalyst facilitates the given reaction.. This data is from Catalyst prediction with 721,799 reactions and 888 catalyst types from USPTO. (1) Reactant: [NH2:1][C:2]1[NH:6][N:5]=[CH:4][C:3]=1[C:7]([C:9]1[S:10][CH:11]=[CH:12][CH:13]=1)=[O:8].CN(C)[CH:16]=[CH:17][C:18]([C:20]1[C:21]([O:32][CH3:33])=[C:22]([N:27]([CH3:31])[C:28](=[O:30])[CH3:29])[CH:23]=[C:24]([F:26])[CH:25]=1)=O.C(OCC)(=O)C. Product: [F:26][C:24]1[CH:25]=[C:20]([C:18]2[N:6]3[N:5]=[CH:4][C:3]([C:7]([C:9]4[S:10][CH:11]=[CH:12][CH:13]=4)=[O:8])=[C:2]3[N:1]=[CH:16][CH:17]=2)[C:21]([O:32][CH3:33])=[C:22]([N:27]([CH3:31])[C:28](=[O:30])[CH3:29])[CH:23]=1. The catalyst class is: 15. (2) Reactant: [N+:1]([C:4]1[CH:5]=[C:6]([C@H:10]([NH:12][C:13]2[C:22]3[C:17](=[C:18]([C:23]([NH2:25])=[O:24])[CH:19]=[CH:20][CH:21]=3)[N:16]=[CH:15][N:14]=2)[CH3:11])[CH:7]=[CH:8][CH:9]=1)([O-])=O.[H][H]. Product: [NH2:1][C:4]1[CH:5]=[C:6]([C@H:10]([NH:12][C:13]2[C:22]3[C:17](=[C:18]([C:23]([NH2:25])=[O:24])[CH:19]=[CH:20][CH:21]=3)[N:16]=[CH:15][N:14]=2)[CH3:11])[CH:7]=[CH:8][CH:9]=1. The catalyst class is: 19. (3) Reactant: [CH3:1][S:2]([C:5]1[CH:10]=[CH:9][C:8]([OH:11])=[CH:7][CH:6]=1)(=[O:4])=[O:3].[H-].[Na+].[Cl:14][C:15]1[CH:31]=[C:30]([Cl:32])[CH:29]=[CH:28][C:16]=1[CH2:17][NH:18][C:19](=[O:27])[C:20]1[CH:25]=[CH:24][C:23](F)=[N:22][CH:21]=1. Product: [Cl:14][C:15]1[CH:31]=[C:30]([Cl:32])[CH:29]=[CH:28][C:16]=1[CH2:17][NH:18][C:19](=[O:27])[C:20]1[CH:25]=[CH:24][C:23]([O:11][C:8]2[CH:9]=[CH:10][C:5]([S:2]([CH3:1])(=[O:3])=[O:4])=[CH:6][CH:7]=2)=[N:22][CH:21]=1. The catalyst class is: 80. (4) Reactant: [CH3:1][C@H:2]1[NH:7][C@@H:6]([CH3:8])[CH2:5][N:4]([C:9]2[N:10]([CH2:31][C:32]([F:35])([F:34])[F:33])[C:11]3[C:16]([N:17]=2)=[C:15]([N:18]2[CH2:23][CH2:22][O:21][CH2:20][CH2:19]2)[N:14]=[C:13]([C:24]2[CH:25]=[N:26][C:27]([NH2:30])=[N:28][CH:29]=2)[N:12]=3)[CH2:3]1.[O:36]1CCC[CH2:37]1.CN(CCS(O)(=O)=O)C. Product: [NH2:30][C:27]1[N:28]=[CH:29][C:24]([C:13]2[N:12]=[C:11]3[C:16]([N:17]=[C:9]([N:4]4[CH2:3][C@@H:2]([CH3:1])[N:7]([CH:37]=[O:36])[C@@H:6]([CH3:8])[CH2:5]4)[N:10]3[CH2:31][C:32]([F:35])([F:34])[F:33])=[C:15]([N:18]3[CH2:23][CH2:22][O:21][CH2:20][CH2:19]3)[N:14]=2)=[CH:25][N:26]=1. The catalyst class is: 2. (5) Reactant: [H-].[Na+].[F:3][C:4]1[CH:9]=[CH:8][C:7]([OH:10])=[CH:6][CH:5]=1.[OH:11][CH2:12][C@@H:13]([N:15]1[C:19]([C:20]2[CH:25]=[CH:24][N:23]=[C:22](S(CCC)(=O)=O)[N:21]=2)=[C:18]([C:32]2[CH:37]=[CH:36][C:35]([F:38])=[CH:34][CH:33]=2)[N:17]=[CH:16]1)[CH3:14]. Product: [OH:11][CH2:12][C@@H:13]([N:15]1[C:19]([C:20]2[CH:25]=[CH:24][N:23]=[C:22]([O:10][C:7]3[CH:8]=[CH:9][C:4]([F:3])=[CH:5][CH:6]=3)[N:21]=2)=[C:18]([C:32]2[CH:37]=[CH:36][C:35]([F:38])=[CH:34][CH:33]=2)[N:17]=[CH:16]1)[CH3:14]. The catalyst class is: 1.